From a dataset of Forward reaction prediction with 1.9M reactions from USPTO patents (1976-2016). Predict the product of the given reaction. (1) Given the reactants [CH3:1][C:2]1[N:7]=[C:6]([C:8]([OH:10])=O)[CH:5]=[CH:4][CH:3]=1.C1N=CN(C(N2C=NC=C2)=O)C=1.Cl.[NH2:24][CH2:25][C:26]1[CH:34]=[CH:33][CH:32]=[C:31]2[C:27]=1[C:28](=[O:44])[N:29]([CH:36]1[CH2:41][CH2:40][C:39](=[O:42])[NH:38][C:37]1=[O:43])[C:30]2=[O:35].C(N(CC)CC)C, predict the reaction product. The product is: [O:43]=[C:37]1[CH:36]([N:29]2[C:28](=[O:44])[C:27]3[C:31](=[CH:32][CH:33]=[CH:34][C:26]=3[CH2:25][NH:24][C:8]([C:6]3[CH:5]=[CH:4][CH:3]=[C:2]([CH3:1])[N:7]=3)=[O:10])[C:30]2=[O:35])[CH2:41][CH2:40][C:39](=[O:42])[NH:38]1. (2) Given the reactants [CH2:1]([O:8][C:9]1[CH:10]=[CH:11][C:12]([CH3:17])=[C:13]([CH:16]=1)[CH:14]=O)[C:2]1[CH:7]=[CH:6][CH:5]=[CH:4][CH:3]=1.C(O)(=O)[CH2:19][C:20]([OH:22])=[O:21].N1CCCCC1, predict the reaction product. The product is: [CH2:1]([O:8][C:9]1[CH:10]=[CH:11][C:12]([CH3:17])=[C:13](/[CH:14]=[CH:19]/[C:20]([OH:22])=[O:21])[CH:16]=1)[C:2]1[CH:7]=[CH:6][CH:5]=[CH:4][CH:3]=1. (3) The product is: [CH2:1]([O:3][C:4](=[O:20])/[CH:5]=[C:6](/[O:8][C:9]1[CH:10]=[CH:11][C:12]([CH2:15][C:16]([OH:19])([CH3:18])[CH3:17])=[CH:13][CH:14]=1)\[CH2:7][Br:21])[CH3:2]. Given the reactants [CH2:1]([O:3][C:4](=[O:20])/[CH:5]=[C:6](/[O:8][C:9]1[CH:14]=[CH:13][C:12]([CH2:15][C:16]([OH:19])([CH3:18])[CH3:17])=[CH:11][CH:10]=1)\[CH3:7])[CH3:2].[Br:21]N1C(=O)CCC1=O.N(C(C)(CC(C)C)C#N)=NC(C)(CC(C)C)C#N, predict the reaction product. (4) Given the reactants [C:1]([O:5][C:6]([NH:8][C:9]1[CH:10]=[CH:11][C:12]2[N:13]([C:15]([C:18]([C:20]3[CH:21]=[CH:22][C:23]([N+:30]([O-:32])=[O:31])=[C:24]([CH:29]=3)[C:25]([O:27][CH3:28])=[O:26])=[O:19])=[N:16][CH:17]=2)[CH:14]=1)=[O:7])([CH3:4])([CH3:3])[CH3:2].[H-].[Na+].[CH3:35]I.S([O-])(O)(=O)=O.[K+], predict the reaction product. The product is: [C:1]([O:5][C:6]([N:8]([CH3:35])[C:9]1[CH:10]=[CH:11][C:12]2[N:13]([C:15]([C:18]([C:20]3[CH:21]=[CH:22][C:23]([N+:30]([O-:32])=[O:31])=[C:24]([CH:29]=3)[C:25]([O:27][CH3:28])=[O:26])=[O:19])=[N:16][CH:17]=2)[CH:14]=1)=[O:7])([CH3:4])([CH3:2])[CH3:3].